Dataset: Reaction yield outcomes from USPTO patents with 853,638 reactions. Task: Predict the reaction yield, written as a fraction of the theoretical maximum amount of product (1.0 means a 100% yield; for example, 0.34 means a 34% yield). The reactants are [CH3:1][C@:2]1([CH2:13][N:14]2[C:18]3[CH:19]=[C:20]([C:23]#[N:24])[CH:21]=[CH:22][C:17]=3[N:16]=[CH:15]2)[CH2:12][CH2:11][CH2:10][C@:4]2([O:8][C:7](=[O:9])[NH:6][CH2:5]2)[CH2:3]1.[H-].[Na+].Br[CH2:28][C:29]1[CH:34]=[N:33][C:32]([O:35][CH2:36][CH3:37])=[CH:31][N:30]=1. The catalyst is CN(C)C=O.[NH4+].[Cl-]. The product is [CH2:36]([O:35][C:32]1[N:33]=[CH:34][C:29]([CH2:28][N:6]2[CH2:5][C@@:4]3([CH2:10][CH2:11][CH2:12][C@@:2]([CH2:13][N:14]4[C:18]5[CH:19]=[C:20]([C:23]#[N:24])[CH:21]=[CH:22][C:17]=5[N:16]=[CH:15]4)([CH3:1])[CH2:3]3)[O:8][C:7]2=[O:9])=[N:30][CH:31]=1)[CH3:37]. The yield is 0.560.